Dataset: Full USPTO retrosynthesis dataset with 1.9M reactions from patents (1976-2016). Task: Predict the reactants needed to synthesize the given product. (1) The reactants are: [CH3:1][N:2]1[C:6]([C:7](=[N:14][O:15][CH2:16][C:17]2[N:18]=[C:19]([NH2:22])[S:20][CH:21]=2)[C:8]2[CH:13]=[CH:12][CH:11]=[CH:10][CH:9]=2)=[N:5][N:4]=[N:3]1.[O:23]1[C:32]2[C:27](=[CH:28][CH:29]=[CH:30][CH:31]=2)[CH2:26][CH2:25][CH:24]1[C:33](O)=[O:34].N1(O)C2C=CC=CC=2N=N1.C1(N=C=NC2CCCCC2)CCCCC1. Given the product [CH3:1][N:2]1[C:6]([C:7](=[N:14][O:15][CH2:16][C:17]2[N:18]=[C:19]([NH:22][C:33]([CH:24]3[CH2:25][CH2:26][C:27]4[C:32](=[CH:31][CH:30]=[CH:29][CH:28]=4)[O:23]3)=[O:34])[S:20][CH:21]=2)[C:8]2[CH:13]=[CH:12][CH:11]=[CH:10][CH:9]=2)=[N:5][N:4]=[N:3]1, predict the reactants needed to synthesize it. (2) Given the product [NH2:19][C:17]1[C:18]2[C:10]([C:4]3[CH:5]=[CH:6][C:7]([O:8][CH3:9])=[C:2]([NH:1][C:26](=[O:27])[O:28][CH2:29][C:30]4[CH:35]=[CH:34][CH:33]=[CH:32][CH:31]=4)[CH:3]=3)=[CH:11][N:12]([CH:20]3[CH2:21][CH2:22][CH2:23][CH2:24]3)[C:13]=2[N:14]=[CH:15][N:16]=1, predict the reactants needed to synthesize it. The reactants are: [NH2:1][C:2]1[CH:3]=[C:4]([C:10]2[C:18]3[C:17]([NH2:19])=[N:16][CH:15]=[N:14][C:13]=3[N:12]([CH:20]3[CH2:24][CH2:23][CH2:22][CH2:21]3)[CH:11]=2)[CH:5]=[CH:6][C:7]=1[O:8][CH3:9].Cl[C:26]([O:28][CH2:29][C:30]1[CH:35]=[CH:34][CH:33]=[CH:32][CH:31]=1)=[O:27]. (3) Given the product [Si:1]([O:8][CH:9]([CH2:34][CH2:35][CH2:36][CH2:37][CH2:38][CH2:39][CH3:40])[CH2:10][CH2:11][C@@H:12]1[C@@H:13]2[C@@H:14]([O:32][C:31](=[O:33])[CH2:30][CH2:29][CH2:28][CH:27]=[CH:26][CH2:25]2)[CH2:15][C@H:16]1[O:17][CH:18]1[CH2:23][CH2:22][CH2:21][CH2:20][O:19]1)([C:4]([CH3:5])([CH3:7])[CH3:6])([CH3:2])[CH3:3], predict the reactants needed to synthesize it. The reactants are: [Si:1]([O:8][CH:9]([CH2:34][CH2:35][CH2:36][CH2:37][CH2:38][CH2:39][CH3:40])[CH2:10][CH2:11][C@H:12]1[C@H:16]([O:17][CH:18]2[CH2:23][CH2:22][CH2:21][CH2:20][O:19]2)[CH2:15][C@H:14](O)[C@@H:13]1[CH2:25]/[CH:26]=[CH:27]\[CH2:28][CH2:29][CH2:30][C:31]([OH:33])=[O:32])([C:4]([CH3:7])([CH3:6])[CH3:5])([CH3:3])[CH3:2].C1C=C(SSC2N=CC=CC=2)N=CC=1.C1(P(C2C=CC=CC=2)C2C=CC=CC=2)C=CC=CC=1. (4) Given the product [CH3:31][O:26][C:25]([C:21]1[CH:22]=[C:23]([CH3:24])[C:14]2[O:13][C:12]3[C:28]([Cl:30])=[CH:29][C:9]([NH:8][CH2:5][CH2:4][Cl:3])=[CH:10][C:11]=3[CH2:17][S:16](=[O:18])(=[O:19])[C:15]=2[CH:20]=1)=[O:27], predict the reactants needed to synthesize it. The reactants are: [BH4-].[Na+].[Cl:3][CH2:4][C:5](O)=O.[NH2:8][C:9]1[CH:29]=[C:28]([Cl:30])[C:12]2[O:13][C:14]3[C:23]([CH3:24])=[CH:22][C:21]([C:25]([OH:27])=[O:26])=[CH:20][C:15]=3[S:16](=[O:19])(=[O:18])[CH2:17][C:11]=2[CH:10]=1.[C:31](=O)(O)[O-].[Na+]. (5) Given the product [CH2:1]([O:8][C:9]([N:11]1[CH2:16][CH2:15][N:14]([CH2:17][C@@H:18]([OH:24])[CH2:19][C:20]([OH:22])=[O:21])[C:13](=[O:25])[C@@H:12]1[CH3:26])=[O:10])[C:2]1[CH:7]=[CH:6][CH:5]=[CH:4][CH:3]=1, predict the reactants needed to synthesize it. The reactants are: [CH2:1]([O:8][C:9]([N:11]1[CH2:16][CH2:15][N:14]([CH2:17][C@@H:18]([OH:24])[CH2:19][C:20]([O:22]C)=[O:21])[C:13](=[O:25])[C@@H:12]1[CH3:26])=[O:10])[C:2]1[CH:7]=[CH:6][CH:5]=[CH:4][CH:3]=1.[OH-].[Li+]. (6) Given the product [O:7]1[CH2:8][CH2:9][CH:4]([CH2:3][NH:2][C:11]2[N:18]=[C:17]([C:19]([F:22])([F:20])[F:21])[CH:16]=[CH:15][C:12]=2[C:13]#[N:14])[CH2:5][CH2:6]1, predict the reactants needed to synthesize it. The reactants are: Cl.[NH2:2][CH2:3][CH:4]1[CH2:9][CH2:8][O:7][CH2:6][CH2:5]1.Cl[C:11]1[N:18]=[C:17]([C:19]([F:22])([F:21])[F:20])[CH:16]=[CH:15][C:12]=1[C:13]#[N:14].C(N(CC)CC)C.CN1C(=O)CCC1. (7) Given the product [I:25][CH2:33][CH:31]1[CH2:32][C:29]([O:35][CH3:36])([O:28][CH3:27])[CH2:30]1, predict the reactants needed to synthesize it. The reactants are: C1(P(C2C=CC=CC=2)C2C=CC=CC=2)C=CC=CC=1.N1C=CN=C1.[I:25]I.[CH3:27][O:28][C:29]1([O:35][CH3:36])[CH2:32][CH:31]([CH2:33]O)[CH2:30]1.